Dataset: Catalyst prediction with 721,799 reactions and 888 catalyst types from USPTO. Task: Predict which catalyst facilitates the given reaction. (1) Reactant: CS(O[C@H:6]([C@H:8]1[CH2:12][O:11][C:10](=[O:13])[N:9]1[C:14]1[CH:19]=[CH:18][N:17]=[C:16]([NH:20][C@H:21]([C:23]2[S:27][C:26]([C:28]3[CH:33]=[CH:32][C:31]([Cl:34])=[CH:30][CH:29]=3)=[N:25][CH:24]=2)[CH3:22])[N:15]=1)[CH3:7])(=O)=O.[N-:35]=[N+:36]=[N-:37].[Na+]. Product: [N:35]([C@@H:6]([C@H:8]1[CH2:12][O:11][C:10](=[O:13])[N:9]1[C:14]1[CH:19]=[CH:18][N:17]=[C:16]([NH:20][C@H:21]([C:23]2[S:27][C:26]([C:28]3[CH:33]=[CH:32][C:31]([Cl:34])=[CH:30][CH:29]=3)=[N:25][CH:24]=2)[CH3:22])[N:15]=1)[CH3:7])=[N+:36]=[N-:37]. The catalyst class is: 18. (2) Reactant: [CH2:1]([C:3]([C:28]1[CH:33]=[CH:32][C:31]([OH:34])=[C:30]([CH3:35])[CH:29]=1)([C:6]1[CH:11]=[CH:10][C:9](/[CH:12]=[CH:13]/[C:14]([O:23][CH2:24][O:25][CH3:26])([C:19]([F:22])([F:21])[F:20])[C:15]([F:18])([F:17])[F:16])=[C:8]([CH3:27])[CH:7]=1)[CH2:4][CH3:5])[CH3:2].[O:36](S(C(F)(F)F)(=O)=O)[S:37]([C:40]([F:43])([F:42])[F:41])(=O)=[O:38].CCN(CC)CC. Product: [CH2:1]([C:3]([C:28]1[CH:33]=[CH:32][C:31]([O:34][S:37]([C:40]([F:43])([F:42])[F:41])(=[O:38])=[O:36])=[C:30]([CH3:35])[CH:29]=1)([C:6]1[CH:11]=[CH:10][C:9](/[CH:12]=[CH:13]/[C:14]([O:23][CH2:24][O:25][CH3:26])([C:19]([F:20])([F:21])[F:22])[C:15]([F:18])([F:17])[F:16])=[C:8]([CH3:27])[CH:7]=1)[CH2:4][CH3:5])[CH3:2]. The catalyst class is: 2.